From a dataset of Reaction yield outcomes from USPTO patents with 853,638 reactions. Predict the reaction yield, written as a fraction of the theoretical maximum amount of product (1.0 means a 100% yield; for example, 0.34 means a 34% yield). (1) The reactants are Cl.[Cl:2][CH2:3][C:4]1[N:5]=[C:6]([NH2:9])[S:7][CH:8]=1.[C:10](C1NC=CN=1)(C1NC=CN=1)=[O:11].CCN(C(C)C)C(C)C.[F:31][C:32]1[CH:33]=[C:34]([CH:37]=[CH:38][CH:39]=1)[CH2:35][NH2:36]. The catalyst is C1COCC1.O. The product is [Cl:2][CH2:3][C:4]1[N:5]=[C:6]([NH:9][C:10]([NH:36][CH2:35][C:34]2[CH:37]=[CH:38][CH:39]=[C:32]([F:31])[CH:33]=2)=[O:11])[S:7][CH:8]=1. The yield is 0.580. (2) The reactants are C1C=CC(P(C2C=CC=CC=2)C2C=CC=CC=2)=CC=1.II.[CH2:22]([O:29][N:30]1[C:36](=[O:37])[N:35]2[CH2:38][C@H:31]1[CH2:32][CH2:33][C@H:34]2[C:39]([NH:41][NH:42][C:43](=O)[CH2:44][CH:45]1[CH2:48][N:47]([C:49]([O:51][C:52]([CH3:55])([CH3:54])[CH3:53])=[O:50])[CH2:46]1)=[O:40])[C:23]1[CH:28]=[CH:27][CH:26]=[CH:25][CH:24]=1. The catalyst is C(Cl)Cl. The product is [CH2:22]([O:29][N:30]1[C:36](=[O:37])[N:35]2[CH2:38][C@H:31]1[CH2:32][CH2:33][C@H:34]2[C:39]1[O:40][C:43]([CH2:44][CH:45]2[CH2:48][N:47]([C:49]([O:51][C:52]([CH3:55])([CH3:53])[CH3:54])=[O:50])[CH2:46]2)=[N:42][N:41]=1)[C:23]1[CH:24]=[CH:25][CH:26]=[CH:27][CH:28]=1. The yield is 0.660. (3) The reactants are [S:1]1[CH:5]=[CH:4][N:3]=[C:2]1[NH2:6].Cl[CH:8]([C:14](=O)[CH3:15])[C:9]([O:11][CH2:12][CH3:13])=[O:10]. The catalyst is C(O)C. The product is [CH3:15][C:14]1[N:6]=[C:2]2[N:3]([C:8]=1[C:9]([O:11][CH2:12][CH3:13])=[O:10])[CH:4]=[CH:5][S:1]2. The yield is 0.260.